Task: Predict the product of the given reaction.. Dataset: Forward reaction prediction with 1.9M reactions from USPTO patents (1976-2016) (1) Given the reactants C[O:2][C:3](=O)[C:4]1[CH:9]=[C:8]([C:10]#[N:11])[CH:7]=[CH:6][C:5]=1CN1C(C2C(C)=CC=CN=2)CCCC1C1C(C)=CC=CN=1.[Li+].[BH4-], predict the reaction product. The product is: [OH:2][CH2:3][C:4]1[CH:9]=[C:8]([CH:7]=[CH:6][CH:5]=1)[C:10]#[N:11]. (2) The product is: [ClH:42].[NH2:8][CH2:9][CH2:10][C:11]1[CH:12]=[CH:13][C:14]([C:17]2[CH:22]=[CH:21][C:20]([O:23][CH:24]([CH3:33])[CH2:25][NH:26][S:27]([CH:30]([CH3:31])[CH3:32])(=[O:29])=[O:28])=[CH:19][CH:18]=2)=[CH:15][CH:16]=1. Given the reactants C(OC([NH:8][CH2:9][CH2:10][C:11]1[CH:16]=[CH:15][C:14]([C:17]2[CH:22]=[CH:21][C:20]([O:23][CH:24]([CH3:33])[CH2:25][NH:26][S:27]([CH:30]([CH3:32])[CH3:31])(=[O:29])=[O:28])=[CH:19][CH:18]=2)=[CH:13][CH:12]=1)=O)(C)(C)C.FC(F)(F)C(O)=O.C(Cl)[Cl:42], predict the reaction product. (3) Given the reactants [C:1]([C:5]1[CH:10]=[C:9]([C:11]([CH3:14])([CH3:13])[CH3:12])[C:8]([CH2:15][CH3:16])=[CH:7][C:6]=1[OH:17])([CH3:4])([CH3:3])[CH3:2].[Cl:18][C:19]1[CH:24]=[C:23]([S:25]([C:28]([F:31])([F:30])[F:29])(=[O:27])=[O:26])[CH:22]=[CH:21][C:20]=1[N:32]=[C:33]=[O:34], predict the reaction product. The product is: [C:11]([C:9]1[C:8]([CH2:15][CH3:16])=[C:7]([C:6]([OH:17])=[C:5]([C:1]([CH3:4])([CH3:3])[CH3:2])[CH:10]=1)[C:33]([NH:32][C:20]1[CH:21]=[CH:22][C:23]([S:25]([C:28]([F:29])([F:30])[F:31])(=[O:26])=[O:27])=[CH:24][C:19]=1[Cl:18])=[O:34])([CH3:14])([CH3:13])[CH3:12]. (4) Given the reactants C([O:3][C:4]([C:6]1[N:7]=[C:8]([C:11]2[CH:16]=[CH:15][C:14]([CH2:17][CH2:18][O:19][Si:20]([C:33]([CH3:36])([CH3:35])[CH3:34])([C:27]3[CH:32]=[CH:31][CH:30]=[CH:29][CH:28]=3)[C:21]3[CH:26]=[CH:25][CH:24]=[CH:23][CH:22]=3)=[CH:13][N:12]=2)[S:9][CH:10]=1)=[O:5])C.[OH-].[Li+], predict the reaction product. The product is: [C:33]([Si:20]([C:27]1[CH:32]=[CH:31][CH:30]=[CH:29][CH:28]=1)([C:21]1[CH:22]=[CH:23][CH:24]=[CH:25][CH:26]=1)[O:19][CH2:18][CH2:17][C:14]1[CH:15]=[CH:16][C:11]([C:8]2[S:9][CH:10]=[C:6]([C:4]([OH:5])=[O:3])[N:7]=2)=[N:12][CH:13]=1)([CH3:36])([CH3:34])[CH3:35]. (5) Given the reactants Cl[C:2]1[C:11]2[C:6](=[CH:7][CH:8]=[CH:9][CH:10]=2)[NH:5]/[C:4](=[C:12]2/[C:13]([CH3:18])=[N:14][NH:15][C:16]/2=[O:17])/[CH:3]=1.[CH:19]1[CH:25]=[CH:24][NH:23][C:21](=[S:22])[CH:20]=1, predict the reaction product. The product is: [CH3:18][C:13]1=[N:14][NH:15][C:16](=[O:17])/[C:12]/1=[C:4]1\[NH:5][C:6]2[C:11]([C:2]([S:22][C:21]3[CH:20]=[CH:19][CH:25]=[CH:24][N:23]=3)=[CH:3]\1)=[CH:10][CH:9]=[CH:8][CH:7]=2. (6) Given the reactants [Cl:1][C:2]1[N:3]=[C:4]2[C:9](=[CH:10][CH:11]=1)[N:8]=[CH:7][C:6]([C:12](=[O:14])[CH3:13])=[C:5]2[NH:15][C:16]1[CH:17]=[N:18][C:19]([N:22]2[CH2:26][CH2:25][CH:24]([N:27]([CH3:29])[CH3:28])[CH2:23]2)=[CH:20][CH:21]=1.[Cl:30][C:31]1[CH:36]=[C:35](B2OC(C)(C)C(C)(C)O2)[CH:34]=[C:33]([Cl:46])[C:32]=1[OH:47], predict the reaction product. The product is: [ClH:1].[ClH:30].[ClH:1].[Cl:30][C:31]1[CH:36]=[C:35]([C:2]2[N:3]=[C:4]3[C:9](=[CH:10][CH:11]=2)[N:8]=[CH:7][C:6]([C:12](=[O:14])[CH3:13])=[C:5]3[NH:15][C:16]2[CH:17]=[N:18][C:19]([N:22]3[CH2:26][CH2:25][CH:24]([N:27]([CH3:28])[CH3:29])[CH2:23]3)=[CH:20][CH:21]=2)[CH:34]=[C:33]([Cl:46])[C:32]=1[OH:47]. (7) Given the reactants [Cl:1][C:2]1[CH:7]=[CH:6][C:5]([CH:8]([C:20]2[CH:25]=[CH:24][C:23]([S:26]([CH3:29])(=[O:28])=[O:27])=[CH:22][CH:21]=2)[CH2:9][C:10]([C:12]2[CH:13]=[CH:14][C:15](=[O:19])[N:16]([CH3:18])[CH:17]=2)=O)=[C:4]([F:30])[CH:3]=1.Cl.[NH2:32][OH:33].C(=O)([O-])O.[Na+], predict the reaction product. The product is: [Cl:1][C:2]1[CH:7]=[CH:6][C:5]([CH:8]([C:20]2[CH:21]=[CH:22][C:23]([S:26]([CH3:29])(=[O:27])=[O:28])=[CH:24][CH:25]=2)[CH2:9]/[C:10](/[C:12]2[CH:13]=[CH:14][C:15](=[O:19])[N:16]([CH3:18])[CH:17]=2)=[N:32]\[OH:33])=[C:4]([F:30])[CH:3]=1. (8) Given the reactants [CH3:1][O:2][C:3]1[CH:4]=[C:5]([C:9]2[C:13]([CH3:14])=[C:12]([C:15]3[CH:20]=[CH:19][C:18]([O:21][CH3:22])=[CH:17][CH:16]=3)[S:11][C:10]=2[CH:23]2OCC[O:24]2)[CH:6]=[CH:7][CH:8]=1.CC1C=CC(S([O-])(=O)=O)=CC=1.C1C=C[NH+]=CC=1, predict the reaction product. The product is: [CH3:1][O:2][C:3]1[CH:4]=[C:5]([C:9]2[C:13]([CH3:14])=[C:12]([C:15]3[CH:16]=[CH:17][C:18]([O:21][CH3:22])=[CH:19][CH:20]=3)[S:11][C:10]=2[CH:23]=[O:24])[CH:6]=[CH:7][CH:8]=1.